Dataset: Reaction yield outcomes from USPTO patents with 853,638 reactions. Task: Predict the reaction yield, written as a fraction of the theoretical maximum amount of product (1.0 means a 100% yield; for example, 0.34 means a 34% yield). (1) The reactants are [NH2:1][C:2]1[CH:7]=[CH:6][CH:5]=[CH:4][C:3]=1/[CH:8]=[C:9](\[F:15])/[C:10]([O:12][CH2:13][CH3:14])=[O:11].[F:16][C:17]([F:28])([F:27])[C:18]1[CH:19]=[C:20]([CH:24]=[CH:25][CH:26]=1)[C:21](Cl)=[O:22]. The catalyst is ClCCl. The product is [F:15]/[C:9](=[CH:8]\[C:3]1[CH:4]=[CH:5][CH:6]=[CH:7][C:2]=1[NH:1][C:21](=[O:22])[C:20]1[CH:24]=[CH:25][CH:26]=[C:18]([C:17]([F:16])([F:27])[F:28])[CH:19]=1)/[C:10]([O:12][CH2:13][CH3:14])=[O:11]. The yield is 0.300. (2) The reactants are [N:1]1([C:7]2[C:8]3[S:23][C:22]([CH2:24][N:25]4[CH2:28][CH:27]([N:29]5[CH2:34][CH2:33][O:32][CH2:31][CH2:30]5)[CH2:26]4)=[CH:21][C:9]=3[N:10]=[C:11]([NH:13][C:14]3[C:15]([NH2:20])=[CH:16][CH:17]=[CH:18][CH:19]=3)[N:12]=2)[CH2:6][CH2:5][O:4][CH2:3][CH2:2]1.[O:35]1CCOC[CH2:36]1. No catalyst specified. The product is [O:4]1[CH2:5][CH2:6][N:1]([C:7]2[C:8]3[S:23][C:22]([CH2:24][N:25]4[CH2:28][CH:27]([N:29]5[CH2:30][CH2:31][O:32][CH2:33][CH2:34]5)[CH2:26]4)=[CH:21][C:9]=3[N:10]=[C:11]([N:13]3[C:14]4[CH:19]=[CH:18][CH:17]=[CH:16][C:15]=4[NH:20][C:36]3=[O:35])[N:12]=2)[CH2:2][CH2:3]1. The yield is 0.320. (3) The reactants are [O:1]1[CH2:6][CH2:5][N:4]([CH2:7][CH2:8][O:9][C:10]2[CH:15]=[CH:14][C:13]([C:16]3[CH:17]=[CH:18][C:19]([CH2:22][C:23](OC)=[O:24])=[N:20][CH:21]=3)=[CH:12][CH:11]=2)[CH2:3][CH2:2]1.[CH2:27]([NH2:34])[C:28]1[CH:33]=[CH:32][CH:31]=[CH:30][CH:29]=1.C1(OC)C=CC=CC=1. The catalyst is C1(C)C=CC=CC=1. The product is [O:1]1[CH2:2][CH2:3][N:4]([CH2:7][CH2:8][O:9][C:10]2[CH:11]=[CH:12][C:13]([C:16]3[CH:17]=[CH:18][C:19]([CH2:22][C:23]([NH:34][CH2:27][C:28]4[CH:33]=[CH:32][CH:31]=[CH:30][CH:29]=4)=[O:24])=[N:20][CH:21]=3)=[CH:14][CH:15]=2)[CH2:5][CH2:6]1. The yield is 0.810. (4) The catalyst is CN(C=O)C. The yield is 0.860. The reactants are O[C:2]1[C:11]2[C:6](=[N:7][CH:8]=[CH:9][CH:10]=2)[N:5]([C:12]2[CH:17]=[CH:16][CH:15]=[CH:14][CH:13]=2)[C:4](=[O:18])[C:3]=1[C:19](=O)[CH2:20][C:21]1[CH:26]=[CH:25][C:24]([N+:27]([O-:29])=[O:28])=[CH:23][CH:22]=1.O.[NH2:32][NH2:33].O. The product is [N+:27]([C:24]1[CH:25]=[CH:26][C:21]([CH2:20][C:19]2[C:3]3[C:4](=[O:18])[N:5]([C:12]4[CH:17]=[CH:16][CH:15]=[CH:14][CH:13]=4)[C:6]4[N:7]=[CH:8][CH:9]=[CH:10][C:11]=4[C:2]=3[NH:33][N:32]=2)=[CH:22][CH:23]=1)([O-:29])=[O:28]. (5) The reactants are [C:1]([CH:3]1[CH2:7][CH2:6][N:5]([CH2:8][CH:9]([NH:11][C:12]([C:14]2[C:22]3[C:17](=[N:18][CH:19]=[C:20]([C:23]4[C:31]5[C:26](=[CH:27][C:28]([Cl:32])=[CH:29][CH:30]=5)[N:25]([CH3:33])[N:24]=4)[N:21]=3)[N:16](COCC[Si](C)(C)C)[CH:15]=2)=[O:13])[CH3:10])[CH2:4]1)#[N:2].FC(F)(F)C(O)=O.C(N)CN.O. The catalyst is ClCCl.C(OCC)(=O)C. The product is [C:1]([CH:3]1[CH2:7][CH2:6][N:5]([CH2:8][CH:9]([NH:11][C:12]([C:14]2[C:22]3[C:17](=[N:18][CH:19]=[C:20]([C:23]4[C:31]5[C:26](=[CH:27][C:28]([Cl:32])=[CH:29][CH:30]=5)[N:25]([CH3:33])[N:24]=4)[N:21]=3)[NH:16][CH:15]=2)=[O:13])[CH3:10])[CH2:4]1)#[N:2]. The yield is 0.520. (6) The reactants are [NH2:1][C:2]1[CH:7]=[CH:6][C:5]([S:8][CH2:9][C:10]2[CH:15]=[CH:14][CH:13]=[CH:12][CH:11]=2)=[CH:4][C:3]=1/[CH:16]=[CH:17]/[C:18]([O:20][CH2:21][CH3:22])=[O:19].[Br:23][C:24]1[CH:29]=[CH:28][C:27](I)=[C:26]([O:31][CH3:32])[CH:25]=1.C(=O)([O-])[O-].[Cs+].[Cs+]. The catalyst is CCOC(C)=O.C1C=CC(/C=C/C(/C=C/C2C=CC=CC=2)=O)=CC=1.C1C=CC(/C=C/C(/C=C/C2C=CC=CC=2)=O)=CC=1.C1C=CC(/C=C/C(/C=C/C2C=CC=CC=2)=O)=CC=1.[Pd].[Pd].CC1(C)C2C(=C(P(C3C=CC=CC=3)C3C=CC=CC=3)C=CC=2)OC2C(P(C3C=CC=CC=3)C3C=CC=CC=3)=CC=CC1=2. The product is [CH2:9]([S:8][C:5]1[CH:6]=[CH:7][C:2]([NH:1][C:27]2[CH:28]=[CH:29][C:24]([Br:23])=[CH:25][C:26]=2[O:31][CH3:32])=[C:3](/[CH:16]=[CH:17]/[C:18]([O:20][CH2:21][CH3:22])=[O:19])[CH:4]=1)[C:10]1[CH:15]=[CH:14][CH:13]=[CH:12][CH:11]=1. The yield is 0.830. (7) The reactants are Br[C:2]1[CH:3]=[C:4]2[C:9](=[CH:10][CH:11]=1)[CH2:8][C:7](=[O:12])[CH2:6][CH2:5]2.C(=O)([O-])[O-].[Cs+].[Cs+].[N+:19]([C:22]1[CH:27]=[CH:26][C:25](B(O)O)=[CH:24][CH:23]=1)([O-:21])=[O:20]. The catalyst is O1CCOCC1.O.C1C=CC([P]([Pd]([P](C2C=CC=CC=2)(C2C=CC=CC=2)C2C=CC=CC=2)([P](C2C=CC=CC=2)(C2C=CC=CC=2)C2C=CC=CC=2)[P](C2C=CC=CC=2)(C2C=CC=CC=2)C2C=CC=CC=2)(C2C=CC=CC=2)C2C=CC=CC=2)=CC=1. The product is [N+:19]([C:22]1[CH:27]=[CH:26][C:25]([C:2]2[CH:3]=[C:4]3[C:9](=[CH:10][CH:11]=2)[CH2:8][C:7](=[O:12])[CH2:6][CH2:5]3)=[CH:24][CH:23]=1)([O-:21])=[O:20]. The yield is 0.500.